Dataset: Forward reaction prediction with 1.9M reactions from USPTO patents (1976-2016). Task: Predict the product of the given reaction. Given the reactants [N+:1]([O-:4])([OH:3])=[O:2].[C:5]([OH:14])(=O)[CH:6]([CH:8]([C:10]([OH:12])=O)[OH:9])[OH:7], predict the reaction product. The product is: [N+:1]([O-:4])([OH:3])=[O:2].[O:7]=[CH:6][C@@H:5]([C@H:10]([C@@H:8]([C@@H:6]([CH2:5][OH:14])[OH:7])[OH:9])[OH:12])[OH:14].